From a dataset of Full USPTO retrosynthesis dataset with 1.9M reactions from patents (1976-2016). Predict the reactants needed to synthesize the given product. (1) The reactants are: FC(F)(F)S(O[C:7]1[C:8]([C:13]([O:15][CH3:16])=[O:14])=[N:9][CH:10]=[CH:11][CH:12]=1)(=O)=O.[C:19]1(B(O)O)[CH:24]=[CH:23][CH:22]=[CH:21][CH:20]=1.C([O-])([O-])=O.[K+].[K+]. Given the product [C:19]1([C:7]2[C:8]([C:13]([O:15][CH3:16])=[O:14])=[N:9][CH:10]=[CH:11][CH:12]=2)[CH:24]=[CH:23][CH:22]=[CH:21][CH:20]=1, predict the reactants needed to synthesize it. (2) Given the product [CH3:12][C:4]1([CH3:13])[C:5]2[C:6]3[C:7]([CH2:8][CH2:9][C:10]=2[C:2]([CH3:1])([CH3:14])[CH2:3]1)=[CH:15][N:21]=[CH:19][N:20]=3, predict the reactants needed to synthesize it. The reactants are: [CH3:1][C:2]1([CH3:14])[C:10]2[CH2:9][CH2:8][CH2:7][C:6](=O)[C:5]=2[C:4]([CH3:13])([CH3:12])[CH2:3]1.[C:15](O)(=O)C.[CH:19]([NH2:21])=[NH:20]. (3) Given the product [CH3:54][N:55]([CH3:60])[CH2:56][CH2:57][N:58]([CH3:59])[C:49](=[O:51])[C:48]1[CH:47]=[CH:46][C:45]([C:42]2[N:43]=[C:44]3[N:36]([CH2:35][C:31]4[CH:30]=[C:29]5[C:34](=[CH:33][CH:32]=4)[N:25]=[CH:26][CH:27]=[CH:28]5)[N:37]=[N:38][C:39]3=[N:40][CH:41]=2)=[CH:53][CH:52]=1, predict the reactants needed to synthesize it. The reactants are: CN(C(ON1N=NC2C=CC=NC1=2)=[N+](C)C)C.F[P-](F)(F)(F)(F)F.[N:25]1[C:34]2[C:29](=[CH:30][C:31]([CH2:35][N:36]3[C:44]4[C:39](=[N:40][CH:41]=[C:42]([C:45]5[CH:53]=[CH:52][C:48]([C:49]([OH:51])=O)=[CH:47][CH:46]=5)[N:43]=4)[N:38]=[N:37]3)=[CH:32][CH:33]=2)[CH:28]=[CH:27][CH:26]=1.[CH3:54][N:55]([CH3:60])[CH2:56][CH2:57][NH:58][CH3:59].C(N(CC)CC)C. (4) The reactants are: [Br:1][C:2]1[CH:7]=[CH:6][CH:5]=[CH:4][C:3]=1C(CC(C)C)C(O)=O.[CH2:16](N(CC)CC)C.ClC([O:26][CH2:27][CH3:28])=O.[N-:29]=[N+:30]=[N-:31].[Na+]. Given the product [Br:1][C:2]1[CH:7]=[C:6]([CH:28]([CH3:16])[C:27]([N:29]=[N+:30]=[N-:31])=[O:26])[CH:5]=[CH:4][CH:3]=1, predict the reactants needed to synthesize it. (5) Given the product [N:38]1([C:44](=[O:52])[CH3:45])[CH2:43][CH2:42][O:41][CH2:40][CH2:39]1, predict the reactants needed to synthesize it. The reactants are: ClC1C=CC(C2C(C3C=CC(Cl)=CC=3)N(C(Cl)=O)C(C3C=CC(C(C)(C)COC)=CC=3OCC)=N2)=CC=1.[N:38]1([C:44](=[O:52])[CH2:45]N2CCNCC2)[CH2:43][CH2:42][O:41][CH2:40][CH2:39]1. (6) Given the product [Cl:1][C:2]1[CH:9]=[CH:8][C:5]([CH2:6][NH:7][CH2:12][C:13]([O:15][CH2:16][CH2:17][Si:18]([CH3:21])([CH3:20])[CH3:19])=[O:14])=[CH:4][CH:3]=1, predict the reactants needed to synthesize it. The reactants are: [Cl:1][C:2]1[CH:9]=[CH:8][C:5]([CH2:6][NH2:7])=[CH:4][CH:3]=1.BrC[CH2:12][C:13]([O:15][CH2:16][CH2:17][Si:18]([CH3:21])([CH3:20])[CH3:19])=[O:14]. (7) The reactants are: [Cl:1][C:2]1[N:7]=[C:6]([CH2:8][C:9]([C:11]2[CH:12]=[C:13]([CH:16]=[CH:17][CH:18]=2)[C:14]#[N:15])=O)[CH:5]=[CH:4][N:3]=1.Cl[C:20]1[N:25]=[C:24](/[CH:26]=[C:27](\[C:29]2C=C(C=CC=2)C#N)/O)C=C[N:21]=1.C1C(=O)N(Br)C(=O)C1.NC1C=CC=CN=1. Given the product [Cl:1][C:2]1[N:7]=[C:6]([C:8]2[N:25]3[CH:24]=[CH:26][CH:27]=[CH:29][C:20]3=[N:21][C:9]=2[C:11]2[CH:12]=[C:13]([CH:16]=[CH:17][CH:18]=2)[C:14]#[N:15])[CH:5]=[CH:4][N:3]=1, predict the reactants needed to synthesize it.